This data is from hERG Central: cardiac toxicity at 1µM, 10µM, and general inhibition. The task is: Predict hERG channel inhibition at various concentrations. (1) The compound is CC1(C)Cc2ccccc2-c2nnc(SCC(=O)Nc3ccc4c(c3)OCO4)n21. Results: hERG_inhib (hERG inhibition (general)): blocker. (2) The compound is O=[N+]([O-])c1ccc(N2CCN(Cc3ccncc3)CC2)cc1. Results: hERG_inhib (hERG inhibition (general)): blocker. (3) The compound is CCO[C@H]1OC(C(=O)NCc2ccccc2)=C[C@@H](c2cn(C(C)=O)c3ccccc23)[C@@H]1CCCO. Results: hERG_inhib (hERG inhibition (general)): blocker. (4) The molecule is CN(C)CCCN(C(=O)c1ccco1)c1nc2c(F)cc(F)cc2s1.Cl. Results: hERG_inhib (hERG inhibition (general)): blocker. (5) The compound is Cc1cccc(-c2nnc(SCC#N)n2-c2cccc(Cl)c2)c1. Results: hERG_inhib (hERG inhibition (general)): blocker. (6) The drug is O=C(NCCN1CCOCC1)c1cc2sccc2n1Cc1ccc(Cl)cc1. Results: hERG_inhib (hERG inhibition (general)): blocker.